Dataset: Full USPTO retrosynthesis dataset with 1.9M reactions from patents (1976-2016). Task: Predict the reactants needed to synthesize the given product. The reactants are: [Br:1][CH2:2][C:3]([NH:5][CH2:6][CH2:7][NH:8]C(OC(C)(C)C)=O)=[O:4].[C:16]([OH:22])([C:18]([F:21])([F:20])[F:19])=[O:17]. Given the product [Br:1][CH2:2][C:3]([NH:5][CH2:6][CH2:7][NH2:8])=[O:4].[F:19][C:18]([F:21])([F:20])[C:16]([O-:22])=[O:17], predict the reactants needed to synthesize it.